Dataset: Full USPTO retrosynthesis dataset with 1.9M reactions from patents (1976-2016). Task: Predict the reactants needed to synthesize the given product. (1) Given the product [F:26][C:23]1[CH:22]=[CH:21][C:20]([O:19][C:13]2[C:14]([C:17]#[N:18])=[N:15][CH:16]=[C:11]([S:7][C:2]3[CH:3]=[CH:4][CH:5]=[CH:6][N:1]=3)[CH:12]=2)=[CH:25][CH:24]=1, predict the reactants needed to synthesize it. The reactants are: [N:1]1[CH:6]=[CH:5][CH:4]=[CH:3][C:2]=1[SH:7].[H-].[Na+].Br[C:11]1[CH:12]=[C:13]([O:19][C:20]2[CH:25]=[CH:24][C:23]([F:26])=[CH:22][CH:21]=2)[C:14]([C:17]#[N:18])=[N:15][CH:16]=1.O. (2) Given the product [CH:3]1([C@H:7]([NH:9][C:10]2[N:18]=[C:17]([C:19]3[N:25]([CH3:26])[C:23](=[O:24])[NH:22][N:21]=3)[N:16]=[C:15]3[C:11]=2[N:12]([CH2:27][C@H:28]2[CH2:29][CH2:30][C@H:31]([CH3:34])[CH2:32][CH2:33]2)[CH:13]=[N:14]3)[CH3:8])[CH2:4][CH2:5][CH2:6]1, predict the reactants needed to synthesize it. The reactants are: [OH-].[Na+].[CH:3]1([C@H:7]([NH:9][C:10]2[N:18]=[C:17]([C:19]([NH:21][NH:22][C:23]([NH:25][CH3:26])=[O:24])=O)[N:16]=[C:15]3[C:11]=2[N:12]([CH2:27][C@H:28]2[CH2:33][CH2:32][C@H:31]([CH3:34])[CH2:30][CH2:29]2)[CH:13]=[N:14]3)[CH3:8])[CH2:6][CH2:5][CH2:4]1.Cl.